From a dataset of Catalyst prediction with 721,799 reactions and 888 catalyst types from USPTO. Predict which catalyst facilitates the given reaction. Reactant: [C:1]([O:5][C:6](=[O:17])[NH:7][CH2:8][C:9]1[CH:14]=[CH:13][C:12]([CH:15]=[O:16])=[CH:11][CH:10]=1)([CH3:4])([CH3:3])[CH3:2].[P:18]([O-:25])([O:22][CH2:23][CH3:24])[O:19][CH2:20][CH3:21].C(N(CC)CC)C. Product: [CH2:20]([O:19][P:18]([CH:15]([C:12]1[CH:11]=[CH:10][C:9]([CH2:8][NH:7][C:6]([O:5][C:1]([CH3:4])([CH3:2])[CH3:3])=[O:17])=[CH:14][CH:13]=1)[OH:16])(=[O:25])[O:22][CH2:23][CH3:24])[CH3:21]. The catalyst class is: 48.